From a dataset of Drug-target binding data from BindingDB using IC50 measurements. Regression. Given a target protein amino acid sequence and a drug SMILES string, predict the binding affinity score between them. We predict pIC50 (pIC50 = -log10(IC50 in M); higher means more potent). Dataset: bindingdb_ic50. The drug is O=c1cc(NCCCNCc2cc(Cl)cc(Cl)c2Cl)oc2ccccc12. The target protein (Q8NY00) has sequence MAKETFYITTPIYYPSGNLHIGHAYSTVAGDVIARYKRMQGYDVRYLTGTDEHGQKIQEKAQKAGKTEIEYLDEMIAGIKQLWAKLEISNDDFIRTTEERHKHVVEQVFERLLKQGDIYLGEYEGWYSVPDETYYTESQLVDPQYENGKIIGGKSPDSGHEVELVKEESYFFNISKYTDRLLEFYDQNPDFIQPPSRKNEMINNFIKPGLADLAVSRTSFNWGVHVPSNPKHVVYVWIDALVNYISALGYLSDDESLFNKYWPADIHLMAKEIVRFHSIIWPILLMALDLPLPKKVFAHGWILMKDGKMSKSKGNVVDPNILIDRYGLDATRYYLMRELPFGSDGVFTPEAFVERTNFDLANDLGNLVNRTISMVNKYFDGELPAYQGPLHELDEEMEAMALETVKSYTESMESLQFSVALSTVWKFISRTNKYIDETTPWVLAKDDSQKDMLGNVMAHLVENIRYAAVLLRPFLTHAPKEIFEQLNINNPQFMEFSSLE.... The pIC50 is 6.0.